The task is: Predict which catalyst facilitates the given reaction.. This data is from Catalyst prediction with 721,799 reactions and 888 catalyst types from USPTO. (1) Reactant: C([N:8]1[C:16]([CH3:18])([CH3:17])[C:15]2[C:10](=[CH:11][CH:12]=[CH:13][CH:14]=2)[C:9]1([CH3:20])[CH3:19])C1C=CC=CC=1.[H][H]. The catalyst class is: 331. Product: [CH3:17][C:16]1([CH3:18])[C:15]2[C:10](=[CH:11][CH:12]=[CH:13][CH:14]=2)[C:9]([CH3:20])([CH3:19])[NH:8]1. (2) Product: [ClH:15].[CH3:14][N:6]1[C@@H:7]2[C@@H:12]([CH2:11][CH2:10][CH2:9][CH2:8]2)[CH2:13][C@H:5]1[C:3]([OH:4])=[O:2]. The catalyst class is: 27. Reactant: C[O:2][C:3]([C@@H:5]1[CH2:13][C@H:12]2[C@H:7]([CH2:8][CH2:9][CH2:10][CH2:11]2)[N:6]1[CH3:14])=[O:4].[ClH:15].C1(C)C=CC=CC=1.